From a dataset of Full USPTO retrosynthesis dataset with 1.9M reactions from patents (1976-2016). Predict the reactants needed to synthesize the given product. (1) Given the product [C:13]1([C@H:10]2[CH2:11][CH2:12][NH:8][CH2:9]2)[CH:18]=[CH:17][CH:16]=[CH:15][CH:14]=1, predict the reactants needed to synthesize it. The reactants are: C(OC([N:8]1[CH2:12][CH2:11][C@H:10]([C:13]2[CH:18]=[CH:17][CH:16]=[CH:15][CH:14]=2)[CH2:9]1)=O)(C)(C)C.Cl. (2) Given the product [C:1]([O:5][C:6]([N:8]1[CH2:12][C@H:11]([O:13][Si:14]([C:17]([CH3:20])([CH3:19])[CH3:18])([CH3:16])[CH3:15])[CH2:10][C@@H:9]1[C:21](=[O:31])[NH:22][C:23]1[CH:28]=[CH:27][C:26]([C:35]2[CH:36]=[CH:37][CH:38]=[CH:39][C:34]=2[S:33][CH3:32])=[CH:25][C:24]=1[F:30])=[O:7])([CH3:4])([CH3:3])[CH3:2], predict the reactants needed to synthesize it. The reactants are: [C:1]([O:5][C:6]([N:8]1[CH2:12][C@H:11]([O:13][Si:14]([C:17]([CH3:20])([CH3:19])[CH3:18])([CH3:16])[CH3:15])[CH2:10][C@@H:9]1[C:21](=[O:31])[NH:22][C:23]1[CH:28]=[CH:27][C:26](Br)=[CH:25][C:24]=1[F:30])=[O:7])([CH3:4])([CH3:3])[CH3:2].[CH3:32][S:33][C:34]1[CH:39]=[CH:38][CH:37]=[CH:36][C:35]=1B(O)O.C([O-])([O-])=O.[Na+].[Na+]. (3) Given the product [C:1]([Si:5]([CH3:24])([CH3:23])[O:6][C:7]1[C:8]([F:22])=[C:9]([C@H:14]([NH:15][S@@:16]([C:18]([CH3:21])([CH3:20])[CH3:19])=[O:17])[CH2:25][CH3:26])[CH:10]=[CH:11][C:12]=1[Cl:13])([CH3:4])([CH3:3])[CH3:2], predict the reactants needed to synthesize it. The reactants are: [C:1]([Si:5]([CH3:24])([CH3:23])[O:6][C:7]1[C:8]([F:22])=[C:9](/[CH:14]=[N:15]/[S@@:16]([C:18]([CH3:21])([CH3:20])[CH3:19])=[O:17])[CH:10]=[CH:11][C:12]=1[Cl:13])([CH3:4])([CH3:3])[CH3:2].[CH2:25]([Mg]Br)[CH3:26]. (4) The reactants are: [Br:1][C:2]1[CH:3]=[C:4]([S:8]([N:11]2[C:15]([C:16]3[CH:21]=[CH:20][CH:19]=[CH:18][CH:17]=3)=[CH:14][C:13]([CH2:22][N:23](C)[C:24](=O)OC(C)(C)C)=[CH:12]2)(=[O:10])=[O:9])[CH:5]=[N:6][CH:7]=1.C(OCC)(=O)C.[ClH:38]. Given the product [ClH:38].[Br:1][C:2]1[CH:3]=[C:4]([S:8]([N:11]2[C:15]([C:16]3[CH:21]=[CH:20][CH:19]=[CH:18][CH:17]=3)=[CH:14][C:13]([CH2:22][NH:23][CH3:24])=[CH:12]2)(=[O:9])=[O:10])[CH:5]=[N:6][CH:7]=1, predict the reactants needed to synthesize it. (5) The reactants are: Br[C:2]1[CH:11]=[C:10]2[C:5]([N:6]=[CH:7][CH:8]=[N:9]2)=[C:4]([C:12]([NH:14][CH2:15][C:16]([O:18][CH2:19][CH3:20])=[O:17])=[O:13])[C:3]=1[OH:21].[S:22]1[C:26]2[CH:27]=[CH:28][CH:29]=[CH:30][C:25]=2[C:24](B(O)O)=[CH:23]1.C(=O)([O-])[O-].[K+].[K+]. Given the product [S:22]1[C:26]2[CH:27]=[CH:28][CH:29]=[CH:30][C:25]=2[C:24]([C:2]2[CH:11]=[C:10]3[C:5]([N:6]=[CH:7][CH:8]=[N:9]3)=[C:4]([C:12]([NH:14][CH2:15][C:16]([O:18][CH2:19][CH3:20])=[O:17])=[O:13])[C:3]=2[OH:21])=[CH:23]1, predict the reactants needed to synthesize it. (6) Given the product [CH2:41]1[C:40]2([CH2:43][N:44]([C:47]3[CH:48]=[C:49]([CH2:57][C:58]([NH2:60])=[O:59])[C:50]4[C:55]([CH:56]=3)=[CH:54][CH:53]=[CH:52][CH:51]=4)[CH2:45][CH2:46][NH:39]2)[CH2:42]1, predict the reactants needed to synthesize it. The reactants are: C(OC(=O)CC1C2C(=CC=CC=2)C=C(N2CC3(CC3)N(CC3C=CC=CC=3)CC2)C=1)C.C([N:39]1[CH2:46][CH2:45][N:44]([C:47]2[CH:48]=[C:49]([CH2:57][C:58]([NH2:60])=[O:59])[C:50]3[C:55]([CH:56]=2)=[CH:54][CH:53]=[CH:52][CH:51]=3)[CH2:43][C:40]21[CH2:42][CH2:41]2)C1C=CC=CC=1.C(N)=O.C[O-].[Na+]. (7) Given the product [Br:27][C:14]1[C:13]2[C:8](=[CH:9][CH:10]=[CH:11][CH:12]=2)[C:7]([O:16][CH3:17])=[C:6]([C:4]([N:3]([CH2:1][CH3:2])[CH2:18][CH3:19])=[O:5])[CH:15]=1, predict the reactants needed to synthesize it. The reactants are: [CH2:1]([N:3]([CH2:18][CH3:19])[C:4]([C:6]1[CH:15]=[CH:14][C:13]2[C:8](=[CH:9][CH:10]=[CH:11][CH:12]=2)[C:7]=1[O:16][CH3:17])=[O:5])[CH3:2].C1C(=O)N([Br:27])C(=O)C1. (8) Given the product [CH3:9][O:8][C:5]1[C:4]([NH:10][S:11]([CH3:14])(=[O:13])=[O:12])=[CH:3][C:2]([C:21]2[CH:20]=[C:19]3[C:24](=[CH:23][CH:22]=2)[N:15]=[CH:16][CH:17]=[CH:18]3)=[CH:7][N:6]=1, predict the reactants needed to synthesize it. The reactants are: Br[C:2]1[CH:3]=[C:4]([NH:10][S:11]([CH3:14])(=[O:13])=[O:12])[C:5]([O:8][CH3:9])=[N:6][CH:7]=1.[N:15]1[C:24]2[C:19](=[CH:20][C:21](B(O)O)=[CH:22][CH:23]=2)[CH:18]=[CH:17][CH:16]=1.C(=O)([O-])[O-].[K+].[K+]. (9) Given the product [CH3:45][C:46]1[CH:50]=[C:49]([C:2]2[CH:3]=[CH:4][C:5]3[N:6]([C:8]([CH2:11][NH:12][C:13](=[O:19])[O:14][C:15]([CH3:18])([CH3:17])[CH3:16])=[N:9][N:10]=3)[N:7]=2)[S:48][N:47]=1, predict the reactants needed to synthesize it. The reactants are: Cl[C:2]1[CH:3]=[CH:4][C:5]2[N:6]([C:8]([CH2:11][NH:12][C:13](=[O:19])[O:14][C:15]([CH3:18])([CH3:17])[CH3:16])=[N:9][N:10]=2)[N:7]=1.C1(P(C2CCCCC2)C2C=CC=CC=2C2C=CC=CC=2)CCCCC1.[CH3:45][C:46]1[CH:50]=[C:49]([Sn](C)(C)C)[S:48][N:47]=1. (10) Given the product [N:20]1([C:7]([C:6]2[CH:10]=[CH:11][C:3]([CH:1]=[O:2])=[C:4]([N+:12]([O-:14])=[O:13])[CH:5]=2)=[O:9])[C:28]2[C:23](=[CH:24][CH:25]=[CH:26][CH:27]=2)[CH2:22][CH2:21]1, predict the reactants needed to synthesize it. The reactants are: [CH:1]([C:3]1[CH:11]=[CH:10][C:6]([C:7]([OH:9])=O)=[CH:5][C:4]=1[N+:12]([O-:14])=[O:13])=[O:2].CN(C)C=O.[NH:20]1[C:28]2[C:23](=[CH:24][CH:25]=[CH:26][CH:27]=2)[CH2:22][CH2:21]1.C(N(C(C)C)C(C)C)C.C(=O)([O-])O.[Na+].